Dataset: Forward reaction prediction with 1.9M reactions from USPTO patents (1976-2016). Task: Predict the product of the given reaction. (1) Given the reactants [NH2:1][CH2:2][CH2:3][CH2:4][CH2:5][N:6]1[C:18]2[C:17]3[CH:16]=[CH:15][C:14]([O:19][CH2:20][C:21]4[CH:26]=[CH:25][CH:24]=[CH:23][CH:22]=4)=[CH:13][C:12]=3[N:11]=[C:10]([NH2:27])[C:9]=2[N:8]=[C:7]1[CH2:28][CH3:29].[CH3:30][S:31](Cl)(=[O:33])=[O:32].C(=O)([O-])[O-].[Na+].[Na+], predict the reaction product. The product is: [NH2:27][C:10]1[C:9]2[N:8]=[C:7]([CH2:28][CH3:29])[N:6]([CH2:5][CH2:4][CH2:3][CH2:2][NH:1][S:31]([CH3:30])(=[O:33])=[O:32])[C:18]=2[C:17]2[CH:16]=[CH:15][C:14]([O:19][CH2:20][C:21]3[CH:22]=[CH:23][CH:24]=[CH:25][CH:26]=3)=[CH:13][C:12]=2[N:11]=1. (2) The product is: [F:36][C:33]1[CH:34]=[CH:35][C:30]([CH2:29][NH:28][C:23](=[O:24])[C:22]2[CH:21]=[CH:20][C:19]([S:16]([N:9]3[C:10]4[C:15](=[CH:14][CH:13]=[CH:12][CH:11]=4)[C:7]([C:1]4[CH:2]=[CH:3][CH:4]=[CH:5][CH:6]=4)=[CH:8]3)(=[O:18])=[O:17])=[CH:27][CH:26]=2)=[N:31][CH:32]=1. Given the reactants [C:1]1([C:7]2[C:15]3[C:10](=[CH:11][CH:12]=[CH:13][CH:14]=3)[N:9]([S:16]([C:19]3[CH:27]=[CH:26][C:22]([C:23](O)=[O:24])=[CH:21][CH:20]=3)(=[O:18])=[O:17])[CH:8]=2)[CH:6]=[CH:5][CH:4]=[CH:3][CH:2]=1.[NH2:28][CH2:29][C:30]1[CH:35]=[CH:34][C:33]([F:36])=[CH:32][N:31]=1.CCN=C=NCCCN(C)C, predict the reaction product. (3) Given the reactants Cl[C:2]1[CH:7]=[C:6]([C:8]2[CH:13]=[CH:12][CH:11]=[C:10]([NH:14][CH2:15][C:16]3[CH:21]=[CH:20][CH:19]=[C:18]([F:22])[CH:17]=3)[N:9]=2)[C:5]([O:23][CH3:24])=[CH:4][N:3]=1.[C@H:25]1([NH2:32])[CH2:30][CH2:29][C@H:28]([NH2:31])[CH2:27][CH2:26]1.[OH-].[K+], predict the reaction product. The product is: [NH2:31][C@H:28]1[CH2:29][CH2:30][C@H:25]([NH:32][C:2]2[CH:7]=[C:6]([C:8]3[CH:13]=[CH:12][CH:11]=[C:10]([NH:14][CH2:15][C:16]4[CH:21]=[CH:20][CH:19]=[C:18]([F:22])[CH:17]=4)[N:9]=3)[C:5]([O:23][CH3:24])=[CH:4][N:3]=2)[CH2:26][CH2:27]1. (4) Given the reactants Br[C:2]1[S:3][CH:4]=[C:5]([C:7]([O:9][CH2:10][CH3:11])=[O:8])[N:6]=1.[F:12][C:13]([F:25])([F:24])[O:14][C:15]1[CH:20]=[CH:19][C:18](B(O)O)=[CH:17][CH:16]=1.[F-].[Cs+], predict the reaction product. The product is: [F:12][C:13]([F:24])([F:25])[O:14][C:15]1[CH:20]=[CH:19][C:18]([C:2]2[S:3][CH:4]=[C:5]([C:7]([O:9][CH2:10][CH3:11])=[O:8])[N:6]=2)=[CH:17][CH:16]=1. (5) Given the reactants [H-].[Na+].C(OP([CH:11]([CH2:17][CH2:18][CH:19]=[CH2:20])[C:12]([O:14][CH2:15][CH3:16])=[O:13])(OCC)=O)C.[CH2:21]1O[CH2:22]1, predict the reaction product. The product is: [CH2:17]([C:11]1([C:12]([O:14][CH2:15][CH3:16])=[O:13])[CH2:22][CH2:21]1)[CH2:18][CH:19]=[CH2:20]. (6) Given the reactants [CH3:1][O:2][CH2:3][C@H:4]1[CH2:8][CH2:7][CH2:6][N:5]1[C:9]([C:11]1[CH:12]=[C:13]([CH:17]=[C:18]([C:20]2[O:21][CH:22]=[CH:23][N:24]=2)[CH:19]=1)[C:14]([OH:16])=O)=[O:10].CCN(C(C)C)C(C)C.CN(C(ON1N=NC2C=CC=NC1=2)=[N+](C)C)C.F[P-](F)(F)(F)(F)F.[NH2:58][C@@H:59]([CH2:85][C:86]1[CH:91]=[C:90]([F:92])[CH:89]=[C:88]([F:93])[CH:87]=1)[C@@H:60]([C@H:69]1[CH2:73][C@@H:72]([O:74][CH2:75][CH2:76][CH3:77])[CH2:71][N:70]1[C:78]([O:80][C:81]([CH3:84])([CH3:83])[CH3:82])=[O:79])[O:61][Si:62]([C:65]([CH3:68])([CH3:67])[CH3:66])([CH3:64])[CH3:63], predict the reaction product. The product is: [Si:62]([O:61][C@H:60]([C@H:69]1[CH2:73][C@@H:72]([O:74][CH2:75][CH2:76][CH3:77])[CH2:71][N:70]1[C:78]([O:80][C:81]([CH3:82])([CH3:84])[CH3:83])=[O:79])[C@@H:59]([NH:58][C:14](=[O:16])[C:13]1[CH:17]=[C:18]([C:20]2[O:21][CH:22]=[CH:23][N:24]=2)[CH:19]=[C:11]([C:9]([N:5]2[CH2:6][CH2:7][CH2:8][C@@H:4]2[CH2:3][O:2][CH3:1])=[O:10])[CH:12]=1)[CH2:85][C:86]1[CH:91]=[C:90]([F:92])[CH:89]=[C:88]([F:93])[CH:87]=1)([C:65]([CH3:68])([CH3:66])[CH3:67])([CH3:64])[CH3:63].